This data is from Full USPTO retrosynthesis dataset with 1.9M reactions from patents (1976-2016). The task is: Predict the reactants needed to synthesize the given product. (1) Given the product [F:9][CH:8]([F:10])[O:7][C@H:5]([CH3:6])[C@H:4]([NH:11][C:12]([O:14][CH3:15])=[O:13])[C:3]([OH:16])=[O:2], predict the reactants needed to synthesize it. The reactants are: C[O:2][C:3](=[O:16])[C@@H:4]([NH:11][C:12]([O:14][CH3:15])=[O:13])[C@H:5]([O:7][CH:8]([F:10])[F:9])[CH3:6].[OH-].C[Sn+](C)C. (2) The reactants are: Br[C:2]1[CH:7]=[CH:6][C:5]([O:8][CH2:9][C:10]2[C:15]([F:16])=[CH:14][CH:13]=[CH:12][N:11]=2)=[CH:4][C:3]=1[N:17]1[CH2:26][C:25]2[C:20](=[CH:21][CH:22]=[CH:23][C:24]=2[Cl:27])[NH:19][C:18]1=[O:28].[CH3:29][N:30](C=O)C. Given the product [Cl:27][C:24]1[CH:23]=[CH:22][CH:21]=[C:20]2[C:25]=1[CH2:26][N:17]([C:3]1[CH:4]=[C:5]([O:8][CH2:9][C:10]3[C:15]([F:16])=[CH:14][CH:13]=[CH:12][N:11]=3)[CH:6]=[CH:7][C:2]=1[C:29]#[N:30])[C:18](=[O:28])[NH:19]2, predict the reactants needed to synthesize it. (3) The reactants are: [CH:1]1([S:4]([NH2:7])(=[O:6])=[O:5])[CH2:3][CH2:2]1.C(N(CC)CC)C.[C:15](O[C:15]([O:17][C:18]([CH3:21])([CH3:20])[CH3:19])=[O:16])([O:17][C:18]([CH3:21])([CH3:20])[CH3:19])=[O:16]. Given the product [CH:1]1([S:4]([NH:7][C:15](=[O:16])[O:17][C:18]([CH3:21])([CH3:20])[CH3:19])(=[O:6])=[O:5])[CH2:3][CH2:2]1, predict the reactants needed to synthesize it. (4) The reactants are: [F:1][C:2]1[CH:3]=[C:4]([CH2:9][C:10](Cl)=[O:11])[CH:5]=[CH:6][C:7]=1[F:8].[CH3:13][NH:14][C@H:15]1[CH2:34][N:19]2[C:20]3[C:25]([C:26]([CH2:27][C:28]([O:30]CCC)=[O:29])=[C:18]2[CH2:17][CH2:16]1)=[CH:24][CH:23]=[CH:22][CH:21]=3. Given the product [F:1][C:2]1[CH:3]=[C:4]([CH2:9][C:10]([N:14]([CH3:13])[C@H:15]2[CH2:34][N:19]3[C:20]4[C:25]([C:26]([CH2:27][C:28]([OH:30])=[O:29])=[C:18]3[CH2:17][CH2:16]2)=[CH:24][CH:23]=[CH:22][CH:21]=4)=[O:11])[CH:5]=[CH:6][C:7]=1[F:8], predict the reactants needed to synthesize it. (5) Given the product [OH:1][CH:2]1[CH:9]2[CH2:10][C:5]3([C:12]([NH:14][C@H:15]4[CH2:20][CH2:19][CH2:18][N:17]([C:26]([N:21]5[CH2:25][CH2:24][CH2:23][CH2:22]5)=[O:27])[CH2:16]4)=[O:13])[CH2:6][CH:7]([CH2:11][CH:3]1[CH2:4]3)[CH2:8]2, predict the reactants needed to synthesize it. The reactants are: [OH:1][CH:2]1[CH:9]2[CH2:10][C:5]3([C:12]([NH:14][C@H:15]4[CH2:20][CH2:19][CH2:18][NH:17][CH2:16]4)=[O:13])[CH2:6][CH:7]([CH2:11][CH:3]1[CH2:4]3)[CH2:8]2.[N:21]1([C:26](Cl)=[O:27])[CH2:25][CH2:24][CH2:23][CH2:22]1.C(N(CC)C(C)C)(C)C.C(#N)C.C(O)(C(F)(F)F)=O. (6) Given the product [Br:1][C:2]1[CH:3]=[C:4]([F:13])[CH:5]=[C:6]2[C:11]=1[N:10]=[C:9]([NH:14][C:15]1[CH:20]=[CH:19][C:18]([S:21]([NH2:24])(=[O:22])=[O:23])=[CH:17][CH:16]=1)[N:8]=[CH:7]2, predict the reactants needed to synthesize it. The reactants are: [Br:1][C:2]1[CH:3]=[C:4]([F:13])[CH:5]=[C:6]2[C:11]=1[N:10]=[C:9](Cl)[N:8]=[CH:7]2.[NH2:14][C:15]1[CH:20]=[CH:19][C:18]([S:21]([NH2:24])(=[O:23])=[O:22])=[CH:17][CH:16]=1.C(OCC)(=O)C. (7) Given the product [CH3:1][O:2][N:3]=[C:4]1[C:13]2[C:8](=[CH:9][CH:10]=[C:11]([C:15]([CH:17]3[CH:22]([S:33][C:27]4[CH:32]=[CH:31][CH:30]=[CH:29][CH:28]=4)[CH2:21][CH2:20][CH2:19][C:18]3=[O:24])=[O:16])[C:12]=2[CH3:14])[S:7](=[O:26])(=[O:25])[CH2:6][CH2:5]1, predict the reactants needed to synthesize it. The reactants are: [CH3:1][O:2][N:3]=[C:4]1[C:13]2[C:8](=[CH:9][CH:10]=[C:11]([C:15]([CH:17]3[CH:22](Cl)[CH2:21][CH2:20][CH2:19][C:18]3=[O:24])=[O:16])[C:12]=2[CH3:14])[S:7](=[O:26])(=[O:25])[CH2:6][CH2:5]1.[C:27]1([SH:33])[CH:32]=[CH:31][CH:30]=[CH:29][CH:28]=1.ClC1C2CCS(=O)(=O)C=2C=CC=1C(C1C(Cl)CCCC1=O)=O.C(S)C. (8) Given the product [CH3:18][O:17][C:12]1[C:11]2[C:10]([OH:19])=[CH:9][C:8]3[C:20]([CH3:22])([CH3:21])[C:32]4[CH:31]=[C:30]([C:40]5[CH:15]=[CH:16][CH:7]=[CH:8][CH:9]=5)[CH:35]=[CH:34][C:33]=4[C:7]=3[C:16]=2[CH:15]=[CH:14][CH:13]=1, predict the reactants needed to synthesize it. The reactants are: C1(C2C=CC=CC=2)C=CC([C:7]2[C:16]3[C:11](=[C:12]([O:17][CH3:18])[CH:13]=[CH:14][CH:15]=3)[C:10]([OH:19])=[CH:9][C:8]=2[C:20](O)([CH3:22])[CH3:21])=CC=1.[C:30]1([CH3:40])[CH:35]=[CH:34][C:33](S(O)(=O)=O)=[CH:32][CH:31]=1.